Dataset: Full USPTO retrosynthesis dataset with 1.9M reactions from patents (1976-2016). Task: Predict the reactants needed to synthesize the given product. (1) The reactants are: [CH3:1][C:2]1[CH:7]=[CH:6][CH:5]=[CH:4][C:3]=1[C:8](=[O:10])[CH3:9].[CH2:11]([OH:14])[CH2:12]O.O.C1(C)C=CC(S(O)(=O)=O)=CC=1.[Br:27]N1C(=O)CCC1=O.N(C1(C#N)CCCCC1)=NC1(C#N)CCCCC1. Given the product [Br:27][CH2:1][C:2]1[CH:7]=[CH:6][CH:5]=[CH:4][C:3]=1[C:8]1([CH3:9])[O:14][CH2:11][CH2:12][O:10]1, predict the reactants needed to synthesize it. (2) Given the product [O:48]1[CH2:49][CH2:50][O:51][CH2:52][C@H:47]1[CH2:46][N:1]1[C:9]2[C:4](=[CH:5][CH:6]=[CH:7][CH:8]=2)[C:3]2([C:13]3=[CH:14][C:15]4[O:21][CH2:20][CH2:19][CH2:18][O:17][C:16]=4[CH:22]=[C:12]3[O:11][CH2:10]2)[C:2]1=[O:23], predict the reactants needed to synthesize it. The reactants are: [NH:1]1[C:9]2[C:4](=[CH:5][CH:6]=[CH:7][CH:8]=2)[C:3]2([C:13]3=[CH:14][C:15]4[O:21][CH2:20][CH2:19][CH2:18][O:17][C:16]=4[CH:22]=[C:12]3[O:11][CH2:10]2)[C:2]1=[O:23].N1C2C(=CC=CC=2)C2(C3=CC4OCOC=4C=C3OC2)C1=O.I[CH2:46][C@@H:47]1[CH2:52][O:51][CH2:50][CH2:49][O:48]1.CC1C=CC(S(OC[C@H]2COCCO2)(=O)=O)=CC=1. (3) The reactants are: [CH2:1](Br)[CH2:2][C@H:3]([CH2:5][CH2:6][CH:7]=[C:8]([CH3:10])[CH3:9])[CH3:4].[Li+].[Cl-].[CH3:14][Mg]Cl.[Cl-].[NH4+]. Given the product [CH3:9][C:8](=[CH:7][CH2:6][CH2:5][C@H:3]([CH3:4])[CH2:2][CH2:1][CH3:14])[CH3:10], predict the reactants needed to synthesize it. (4) Given the product [Br:23][C:24]1[CH:29]=[CH:28][CH:27]=[CH:26][C:25]=1[C:16]1[CH:17]=[CH:18][C:19]2[N:7]([C:1]3[CH:2]=[CH:3][CH:4]=[CH:5][CH:6]=3)[C:8]3[C:13]([C:14]=2[CH:15]=1)=[CH:12][CH:11]=[CH:10][CH:9]=3, predict the reactants needed to synthesize it. The reactants are: [C:1]1([N:7]2[C:19]3[CH:18]=[CH:17][C:16](B(O)O)=[CH:15][C:14]=3[C:13]3[C:8]2=[CH:9][CH:10]=[CH:11][CH:12]=3)[CH:6]=[CH:5][CH:4]=[CH:3][CH:2]=1.[Br:23][C:24]1[CH:29]=[CH:28][CH:27]=[CH:26][C:25]=1Br.